Dataset: Forward reaction prediction with 1.9M reactions from USPTO patents (1976-2016). Task: Predict the product of the given reaction. (1) The product is: [C:34]([C:36]1[CH:41]=[C:40]([C:29]2[CH:30]=[CH:31][C:26](/[CH:25]=[CH:24]/[C:12]3[N:11]([CH2:10][C:7]4[CH:6]=[CH:5][C:4]([C:3]([OH:2])=[O:33])=[CH:9][CH:8]=4)[CH:15]=[C:14]([C:16]4[CH:21]=[CH:20][C:19]([Cl:22])=[CH:18][C:17]=4[Cl:23])[N:13]=3)=[CH:27][CH:28]=2)[CH:39]=[CH:38][CH:37]=1)#[N:35]. Given the reactants C[O:2][C:3](=[O:33])[C:4]1[CH:9]=[CH:8][C:7]([CH2:10][N:11]2[CH:15]=[C:14]([C:16]3[CH:21]=[CH:20][C:19]([Cl:22])=[CH:18][C:17]=3[Cl:23])[N:13]=[C:12]2/[CH:24]=[CH:25]/[C:26]2[CH:31]=[CH:30][C:29](Br)=[CH:28][CH:27]=2)=[CH:6][CH:5]=1.[C:34]([C:36]1[CH:37]=[C:38](B(O)O)[CH:39]=[CH:40][CH:41]=1)#[N:35], predict the reaction product. (2) Given the reactants [F:1][C:2]([F:13])([O:4][C:5]1[CH:12]=[CH:11][C:8]([CH:9]=O)=[CH:7][CH:6]=1)[CH3:3].[NH2:14][C:15]1[N:16]=[N:17][C:18]([CH3:21])=[CH:19][CH:20]=1.C([O:24][C:25](=O)[C:26]([OH:39])=[CH:27][C:28]([C:30]1[CH:35]=[CH:34][C:33]([CH:36]([CH3:38])[CH3:37])=[CH:32][CH:31]=1)=[O:29])C, predict the reaction product. The product is: [F:1][C:2]([F:13])([O:4][C:5]1[CH:12]=[CH:11][C:8]([CH:9]2[N:14]([C:15]3[N:16]=[N:17][C:18]([CH3:21])=[CH:19][CH:20]=3)[C:25](=[O:24])[C:26]([OH:39])=[C:27]2[C:28](=[O:29])[C:30]2[CH:31]=[CH:32][C:33]([CH:36]([CH3:37])[CH3:38])=[CH:34][CH:35]=2)=[CH:7][CH:6]=1)[CH3:3]. (3) Given the reactants [F:1][C:2]([F:25])([F:24])[C:3]1[CH:4]=[C:5]([C:13]2[CH:18]=[CH:17][C:16](/[C:19](/[CH3:23])=[CH:20]/[CH2:21][OH:22])=[CH:15][CH:14]=2)[CH:6]=[C:7]([C:9]([F:12])([F:11])[F:10])[CH:8]=1.[CH2:26]([O:28][C@@H:29]([CH2:35][C:36]1[CH:41]=[CH:40][C:39](O)=[CH:38][CH:37]=1)[C:30]([O:32][CH2:33][CH3:34])=[O:31])[CH3:27], predict the reaction product. The product is: [F:1][C:2]([F:24])([F:25])[C:3]1[CH:4]=[C:5]([C:13]2[CH:14]=[CH:15][C:16](/[C:19](/[CH3:23])=[CH:20]/[CH2:21][O:22][C:39]3[CH:38]=[CH:37][C:36]([CH2:35][C@H:29]([O:28][CH2:26][CH3:27])[C:30]([O:32][CH2:33][CH3:34])=[O:31])=[CH:41][CH:40]=3)=[CH:17][CH:18]=2)[CH:6]=[C:7]([C:9]([F:12])([F:11])[F:10])[CH:8]=1. (4) The product is: [Br:14][C:15]1[CH:20]=[CH:19][C:18]([N:12]2[C:11]3[CH:10]=[CH:9][CH:8]=[CH:7][C:6]=3[C:5]3[C:13]2=[CH:1][CH:2]=[CH:3][CH:4]=3)=[CH:17][CH:16]=1. Given the reactants [CH:1]1[C:13]2[NH:12][C:11]3[C:6](=[CH:7][CH:8]=[CH:9][CH:10]=3)[C:5]=2[CH:4]=[CH:3][CH:2]=1.[Br:14][C:15]1[CH:20]=[CH:19][C:18](Br)=[CH:17][CH:16]=1.CC(C)([O-])C.[Na+].CC1C=CC=CC=1C, predict the reaction product. (5) Given the reactants [NH2:1][C:2]1[CH:3]=[C:4]([N:9]([CH3:25])[C:10]2[N:15]=[C:14]3[S:16][C:17]([NH:19][C:20]([CH:22]4[CH2:24][CH2:23]4)=[O:21])=[N:18][C:13]3=[CH:12][CH:11]=2)[CH:5]=[CH:6][C:7]=1[F:8].[C:26]([C:30]1[CH:35]=[CH:34][C:33]([N:36]=[C:37]=[O:38])=[CH:32][CH:31]=1)([CH3:29])([CH3:28])[CH3:27], predict the reaction product. The product is: [C:26]([C:30]1[CH:35]=[CH:34][C:33]([NH:36][C:37]([NH:1][C:2]2[CH:3]=[C:4]([N:9]([CH3:25])[C:10]3[N:15]=[C:14]4[S:16][C:17]([NH:19][C:20]([CH:22]5[CH2:23][CH2:24]5)=[O:21])=[N:18][C:13]4=[CH:12][CH:11]=3)[CH:5]=[CH:6][C:7]=2[F:8])=[O:38])=[CH:32][CH:31]=1)([CH3:29])([CH3:27])[CH3:28]. (6) Given the reactants [CH3:1][O:2][C:3](=[O:27])[CH:4]([CH:8]1[CH2:12][CH2:11][CH2:10][N:9]1[C:13]([C:15]1[CH:20]=[CH:19][C:18]([C:21]2[CH:26]=[CH:25][CH:24]=[CH:23][CH:22]=2)=[CH:17][CH:16]=1)=[O:14])[CH2:5][C:6]#[CH:7].[C:28]([O:32][C:33](=[O:42])[NH:34][C:35]1[CH:40]=[CH:39][N:38]=[CH:37][C:36]=1I)([CH3:31])([CH3:30])[CH3:29].C(N(CC)CC)C, predict the reaction product. The product is: [CH3:1][O:2][C:3](=[O:27])[CH:4]([CH:8]1[CH2:12][CH2:11][CH2:10][N:9]1[C:13]([C:15]1[CH:16]=[CH:17][C:18]([C:21]2[CH:26]=[CH:25][CH:24]=[CH:23][CH:22]=2)=[CH:19][CH:20]=1)=[O:14])[CH2:5][C:6]#[C:7][C:40]1[CH:39]=[N:38][CH:37]=[CH:36][C:35]=1[NH:34][C:33]([O:32][C:28]([CH3:31])([CH3:30])[CH3:29])=[O:42].